Dataset: Full USPTO retrosynthesis dataset with 1.9M reactions from patents (1976-2016). Task: Predict the reactants needed to synthesize the given product. (1) Given the product [CH:29]1([C:32]([NH:1][C:2]2[CH:3]=[CH:4][CH:5]=[C:6]3[C:10]=2[C:9](=[O:11])[N:8]([CH:12]([C:18]2[CH:23]=[CH:22][C:21]([O:24][CH3:25])=[C:20]([O:26][CH2:27][CH3:28])[CH:19]=2)[CH2:13][S:14]([CH3:17])(=[O:15])=[O:16])[CH2:7]3)=[O:33])[CH2:31][CH2:30]1, predict the reactants needed to synthesize it. The reactants are: [NH2:1][C:2]1[CH:3]=[CH:4][CH:5]=[C:6]2[C:10]=1[C:9](=[O:11])[N:8]([CH:12]([C:18]1[CH:23]=[CH:22][C:21]([O:24][CH3:25])=[C:20]([O:26][CH2:27][CH3:28])[CH:19]=1)[CH2:13][S:14]([CH3:17])(=[O:16])=[O:15])[CH2:7]2.[CH:29]1([C:32](Cl)=[O:33])[CH2:31][CH2:30]1.CO. (2) Given the product [F:1][C:2]1[CH:3]=[CH:4][C:5]2[O:10][CH2:9][C:8](=[O:11])[N:7]([CH2:17][CH2:16][C:15]([OH:19])=[O:18])[C:6]=2[CH:12]=1, predict the reactants needed to synthesize it. The reactants are: [F:1][C:2]1[CH:3]=[CH:4][C:5]2[O:10][CH2:9][C:8](=[O:11])[NH:7][C:6]=2[CH:12]=1.[H-].[Na+].[C:15]1(=[O:19])[O:18][CH2:17][CH2:16]1.Cl. (3) Given the product [CH2:22]([O:1][C:2]1[CH:3]=[C:4]([CH:7]=[CH:8][CH:9]=1)[CH:5]=[O:6])[CH2:23][CH3:24], predict the reactants needed to synthesize it. The reactants are: [OH:1][C:2]1[CH:3]=[C:4]([CH:7]=[CH:8][CH:9]=1)[CH:5]=[O:6].C([O-])([O-])=O.[K+].[K+].CN(C=O)C.I[CH2:22][CH2:23][CH3:24]. (4) Given the product [CH2:9]([NH:5][NH:4][C:1](=[O:3])[CH3:2])[C:8]1[CH:11]=[CH:12][CH:13]=[CH:14][CH:7]=1, predict the reactants needed to synthesize it. The reactants are: [C:1]([NH:4][NH2:5])(=[O:3])[CH3:2].Br[C:7]1[CH:14]=[CH:13][CH:12]=[CH:11][C:8]=1[CH2:9]Br.